This data is from Reaction yield outcomes from USPTO patents with 853,638 reactions. The task is: Predict the reaction yield, written as a fraction of the theoretical maximum amount of product (1.0 means a 100% yield; for example, 0.34 means a 34% yield). (1) The yield is 0.660. The catalyst is C1C=CC([P]([Pd]([P](C2C=CC=CC=2)(C2C=CC=CC=2)C2C=CC=CC=2)([P](C2C=CC=CC=2)(C2C=CC=CC=2)C2C=CC=CC=2)[P](C2C=CC=CC=2)(C2C=CC=CC=2)C2C=CC=CC=2)(C2C=CC=CC=2)C2C=CC=CC=2)=CC=1.O. The reactants are O1CCCC1.[C:6]([C:8]1([OH:23])[C:19]([CH3:21])([CH3:20])[CH2:18][C:11]2([O:15][CH:14]([CH3:16])[CH:13]([CH3:17])[O:12]2)[CH:10]=[C:9]1[CH3:22])#[CH:7].[CH2:24]([SnH:28]([CH2:33][CH2:34][CH2:35][CH3:36])[CH2:29][CH2:30][CH2:31][CH3:32])[CH2:25][CH2:26][CH3:27]. The product is [CH3:16][CH:14]1[CH:13]([CH3:17])[O:12][C:11]2([CH2:18][C:19]([CH3:21])([CH3:20])[C:8](/[CH:6]=[CH:7]/[Sn:28]([CH2:29][CH2:30][CH2:31][CH3:32])([CH2:33][CH2:34][CH2:35][CH3:36])[CH2:24][CH2:25][CH2:26][CH3:27])([OH:23])[C:9]([CH3:22])=[CH:10]2)[O:15]1. (2) The reactants are [C:1]([N:5]1[C:9]2[N:10]=[C:11]([NH2:15])[N:12]=[C:13](Cl)[C:8]=2[CH:7]=[CH:6]1)([CH3:4])([CH3:3])[CH3:2].N. The catalyst is CO.[Pd]. The product is [C:1]([N:5]1[C:9]2[N:10]=[C:11]([NH2:15])[N:12]=[CH:13][C:8]=2[CH:7]=[CH:6]1)([CH3:4])([CH3:2])[CH3:3]. The yield is 0.920. (3) The reactants are S(Cl)([Cl:3])=O.[Cl:5][C:6]1[N:11]2[CH:12]=[C:13]([CH2:15][O:16][C:17]3[CH:24]=[CH:23][C:20]([CH2:21]O)=[CH:19][CH:18]=3)[N:14]=[C:10]2[CH:9]=[CH:8][CH:7]=1.C(N(CC)CC)C.C1(C)C=CC=CC=1. The catalyst is O. The product is [Cl:5][C:6]1[N:11]2[CH:12]=[C:13]([CH2:15][O:16][C:17]3[CH:24]=[CH:23][C:20]([CH2:21][Cl:3])=[CH:19][CH:18]=3)[N:14]=[C:10]2[CH:9]=[CH:8][CH:7]=1. The yield is 0.520. (4) The reactants are Cl[C:2]1[N:7]=[C:6]([NH:8][CH2:9][CH2:10][CH2:11][N:12]2[CH2:17][CH2:16][O:15][CH2:14][CH2:13]2)[C:5]([C:18]2[NH:19][N:20]=[CH:21][CH:22]=2)=[CH:4][N:3]=1.[NH2:23][C:24]1[CH:29]=[CH:28][C:27]([S:30]([CH3:39])(=[N:32][C:33](=[O:38])[NH:34][CH:35]([CH3:37])[CH3:36])=[O:31])=[CH:26][CH:25]=1. No catalyst specified. The product is [CH:35]([NH:34][C:33]([N:32]=[S:30]([C:27]1[CH:26]=[CH:25][C:24]([NH:23][C:2]2[N:7]=[C:6]([NH:8][CH2:9][CH2:10][CH2:11][N:12]3[CH2:17][CH2:16][O:15][CH2:14][CH2:13]3)[C:5]([C:18]3[NH:19][N:20]=[CH:21][CH:22]=3)=[CH:4][N:3]=2)=[CH:29][CH:28]=1)([CH3:39])=[O:31])=[O:38])([CH3:37])[CH3:36]. The yield is 0.340. (5) The reactants are Cl.[NH:2]1[CH2:5][CH:4]([O:6][C:7]2[CH:8]=[CH:9][C:10]([NH:13][C:14]3[C:15](=[O:22])[N:16]([CH3:21])[CH:17]=[C:18]([Br:20])[CH:19]=3)=[N:11][CH:12]=2)[CH2:3]1.C=O.[C:25](O)(=O)C.[BH-](OC(C)=O)(OC(C)=O)OC(C)=O.[Na+]. The catalyst is CO. The product is [Br:20][C:18]1[CH:19]=[C:14]([NH:13][C:10]2[CH:9]=[CH:8][C:7]([O:6][CH:4]3[CH2:5][N:2]([CH3:25])[CH2:3]3)=[CH:12][N:11]=2)[C:15](=[O:22])[N:16]([CH3:21])[CH:17]=1. The yield is 0.800. (6) The product is [F:1][C:2]1[CH:7]=[CH:6][CH:5]=[CH:4][C:3]=1[CH2:8][C:9]([O:11][C@H:18]([C:12]1[CH:17]=[CH:16][CH:15]=[CH:14][CH:13]=1)[CH3:19])=[O:10]. The yield is 0.920. The catalyst is CN(C1C=CN=CC=1)C.C(Cl)Cl. The reactants are [F:1][C:2]1[CH:7]=[CH:6][CH:5]=[CH:4][C:3]=1[CH2:8][C:9]([OH:11])=[O:10].[C:12]1([C@@H:18](O)[CH3:19])[CH:17]=[CH:16][CH:15]=[CH:14][CH:13]=1.CCN=C=NCCCN(C)C. (7) The reactants are [F-].C([N+](CCCC)(CCCC)CCCC)CCC.[C:19]1([CH2:25][CH2:26][N+:27]([O-:29])=[O:28])[CH:24]=[CH:23][CH:22]=[CH:21][CH:20]=1.[C:30]([O:34][C:35]([N:37]1[CH2:41][C@@H:40]([F:42])[CH2:39][C@@H:38]1[CH:43]=[O:44])=[O:36])([CH3:33])([CH3:32])[CH3:31]. The catalyst is C1COCC1.C(OCC)(=O)C. The product is [C:30]([O:34][C:35]([N:37]1[CH2:41][C@@H:40]([F:42])[CH2:39][C@@H:38]1[C@H:43]([OH:44])[C@@H:26]([N+:27]([O-:29])=[O:28])[CH2:25][C:19]1[CH:24]=[CH:23][CH:22]=[CH:21][CH:20]=1)=[O:36])([CH3:33])([CH3:32])[CH3:31].[C:30]([O:34][C:35]([N:37]1[CH2:41][C@@H:40]([F:42])[CH2:39][C@@H:38]1[C@@H:43]([OH:44])[C@@H:26]([N+:27]([O-:29])=[O:28])[CH2:25][C:19]1[CH:24]=[CH:23][CH:22]=[CH:21][CH:20]=1)=[O:36])([CH3:33])([CH3:32])[CH3:31]. The yield is 0.290.